Predict the reaction yield, written as a fraction of the theoretical maximum amount of product (1.0 means a 100% yield; for example, 0.34 means a 34% yield). From a dataset of Reaction yield outcomes from USPTO patents with 853,638 reactions. The reactants are [CH2:1]([N:3]1[CH2:8][C:7]([CH3:10])([CH3:9])[O:6][C:5](=[O:11])[CH:4]1[CH2:12][C:13]([OH:15])=O)[CH3:2].C(N(C(C)C)CC)(C)C.CN(C(ON1N=NC2C=CC=NC1=2)=[N+](C)C)C.F[P-](F)(F)(F)(F)F.[NH2:49][CH:50]1[C:58]2[C:53](=[CH:54][CH:55]=[CH:56][CH:57]=2)[CH2:52][CH2:51]1. The catalyst is CN(C=O)C. The product is [CH:50]1([NH:49][C:13](=[O:15])[CH2:12][CH:4]2[C:5](=[O:11])[O:6][C:7]([CH3:9])([CH3:10])[CH2:8][N:3]2[CH2:1][CH3:2])[C:58]2[C:53](=[CH:54][CH:55]=[CH:56][CH:57]=2)[CH2:52][CH2:51]1. The yield is 0.730.